This data is from Forward reaction prediction with 1.9M reactions from USPTO patents (1976-2016). The task is: Predict the product of the given reaction. (1) Given the reactants [CH3:1][C:2]1([CH3:19])[CH2:7][CH2:6][CH2:5][CH:4]([CH:8]([O:10][C:11]([CH3:18])([CH3:17])[CH:12]=[CH:13][C:14](=[O:16])[CH3:15])[CH3:9])[CH2:3]1, predict the reaction product. The product is: [CH3:19][C:2]1([CH3:1])[CH2:7][CH2:6][CH2:5][CH:4]([CH:8]([O:10][C:11]([CH3:18])([CH3:17])[CH2:12][CH2:13][C:14](=[O:16])[CH3:15])[CH3:9])[CH2:3]1. (2) Given the reactants [NH2:1][C:2]1[CH:12]=[CH:11][C:5]2[NH:6][C:7](=[O:10])[CH2:8][O:9][C:4]=2[CH:3]=1.Cl[CH2:14][C:15]([N:17]1[CH2:22][CH2:21][CH:20]([CH2:23][C:24]2[CH:29]=[CH:28][CH:27]=[CH:26][CH:25]=2)[CH2:19][CH2:18]1)=O.C([O:32]CC)C, predict the reaction product. The product is: [CH2:23]([CH:20]1[CH2:21][CH2:22][N:17]([CH:15]([NH:1][C:2]2[CH:12]=[CH:11][C:5]3[NH:6][C:7](=[O:10])[CH2:8][O:9][C:4]=3[CH:3]=2)[CH:14]=[O:32])[CH2:18][CH2:19]1)[C:24]1[CH:29]=[CH:28][CH:27]=[CH:26][CH:25]=1. (3) Given the reactants [CH3:1][C:2]([CH3:18])([CH3:17])[C:3]([NH:5][C:6]1[CH:15]=[CH:14][CH:13]=[C:12]([OH:16])[C:7]=1[C:8]([O:10][CH3:11])=[O:9])=[O:4].[CH2:19](Br)[C:20]#[CH:21].C(=O)([O-])[O-].[K+].[K+], predict the reaction product. The product is: [CH3:1][C:2]([CH3:18])([CH3:17])[C:3]([NH:5][C:6]1[CH:15]=[CH:14][CH:13]=[C:12]([O:16][CH2:21][C:20]#[CH:19])[C:7]=1[C:8]([O:10][CH3:11])=[O:9])=[O:4]. (4) Given the reactants [F:1][C@H:2]([C@H:5]1[CH2:9][O:8]C(C)(C)[N:6]1C([O-])=O)[CH2:3][CH3:4].[ClH:15].CO, predict the reaction product. The product is: [ClH:15].[NH2:6][C@@H:5]([C@@H:2]([F:1])[CH2:3][CH3:4])[CH2:9][OH:8]. (5) Given the reactants [C:1]([C:5]1[CH:29]=[CH:28][C:8]([O:9][CH2:10][C:11]([NH:13][CH2:14][C:15]2[CH:20]=[CH:19][C:18]([NH:21][S:22]([CH3:25])(=[O:24])=[O:23])=[C:17]([O:26]C)[CH:16]=2)=[O:12])=[CH:7][CH:6]=1)([CH3:4])([CH3:3])[CH3:2].C(Cl)Cl.B(Br)(Br)Br, predict the reaction product. The product is: [C:1]([C:5]1[CH:6]=[CH:7][C:8]([O:9][CH2:10][C:11]([NH:13][CH2:14][C:15]2[CH:20]=[CH:19][C:18]([NH:21][S:22]([CH3:25])(=[O:23])=[O:24])=[C:17]([OH:26])[CH:16]=2)=[O:12])=[CH:28][CH:29]=1)([CH3:4])([CH3:2])[CH3:3].